This data is from Full USPTO retrosynthesis dataset with 1.9M reactions from patents (1976-2016). The task is: Predict the reactants needed to synthesize the given product. Given the product [N:4]1[CH:5]=[CH:6][CH:7]=[C:2]([NH:1][C:17]([C:10]2[C:11]3[C:16](=[CH:15][CH:14]=[CH:13][CH:12]=3)[NH:8][CH:9]=2)=[O:18])[CH:3]=1, predict the reactants needed to synthesize it. The reactants are: [NH2:1][C:2]1[CH:3]=[N:4][CH:5]=[CH:6][CH:7]=1.[NH:8]1[C:16]2[C:11](=[CH:12][CH:13]=[CH:14][CH:15]=2)[C:10]([C:17](O)=[O:18])=[CH:9]1.C1CCC(N=C=NC2CCCCC2)CC1.